The task is: Predict the product of the given reaction.. This data is from Forward reaction prediction with 1.9M reactions from USPTO patents (1976-2016). Given the reactants [CH2:1]([O:3][C:4]1[CH:5]=[C:6]([CH:28]=[C:29]([O:32][CH2:33][CH3:34])[C:30]=1I)[CH2:7][N:8]1[CH2:11][C:10]2([CH2:15][C:14]([N:16]3[CH2:21][CH2:20][C:19]([CH3:27])([C:22]([O:24]CC)=[O:23])[CH2:18][CH2:17]3)=[N:13][O:12]2)[CH2:9]1)[CH3:2].[N:35]1[CH:40]=[CH:39][CH:38]=[C:37](B(O)O)[CH:36]=1, predict the reaction product. The product is: [CH2:1]([O:3][C:4]1[CH:5]=[C:6]([CH:28]=[C:29]([O:32][CH2:33][CH3:34])[C:30]=1[C:37]1[CH:36]=[N:35][CH:40]=[CH:39][CH:38]=1)[CH2:7][N:8]1[CH2:9][C:10]2([CH2:15][C:14]([N:16]3[CH2:17][CH2:18][C:19]([CH3:27])([C:22]([OH:24])=[O:23])[CH2:20][CH2:21]3)=[N:13][O:12]2)[CH2:11]1)[CH3:2].